This data is from Forward reaction prediction with 1.9M reactions from USPTO patents (1976-2016). The task is: Predict the product of the given reaction. (1) The product is: [Cl:17][C:14]1[CH:15]=[CH:16][C:11]([C:8]2[CH:9]=[C:10]3[C:2]([NH:1][CH2:32][CH3:33])=[C:3]([C:26](=[O:31])[C:27]([CH3:28])([CH3:30])[CH3:29])[O:4][C:5]3=[N:6][C:7]=2[C:18]2[CH:23]=[CH:22][C:21]([Cl:24])=[CH:20][C:19]=2[Cl:25])=[CH:12][CH:13]=1. Given the reactants [NH2:1][C:2]1[C:10]2[C:5](=[N:6][C:7]([C:18]3[CH:23]=[CH:22][C:21]([Cl:24])=[CH:20][C:19]=3[Cl:25])=[C:8]([C:11]3[CH:16]=[CH:15][C:14]([Cl:17])=[CH:13][CH:12]=3)[CH:9]=2)[O:4][C:3]=1[C:26](=[O:31])[C:27]([CH3:30])([CH3:29])[CH3:28].[CH2:32](Br)[CH3:33], predict the reaction product. (2) Given the reactants [F:1][C:2]1[CH:3]=[C:4]([CH:29]=[CH:30][C:31]=1[F:32])[CH2:5][NH:6][C:7]([C:9]1[C:17]2[C:12](=[CH:13][C:14]([OH:18])=[CH:15][CH:16]=2)[N:11]([CH2:19][C:20]2[CH:25]=[CH:24][CH:23]=[CH:22][N:21]=2)[C:10]=1[CH:26]([CH3:28])[CH3:27])=[O:8].C(=O)([O-])[O-].[Cs+].[Cs+].I[C:40]1[CH:45]=[CH:44][CH:43]=[CH:42][N:41]=1, predict the reaction product. The product is: [F:1][C:2]1[CH:3]=[C:4]([CH:29]=[CH:30][C:31]=1[F:32])[CH2:5][NH:6][C:7]([C:9]1[C:17]2[C:12](=[CH:13][C:14]([O:18][C:40]3[CH:45]=[CH:44][CH:43]=[CH:42][N:41]=3)=[CH:15][CH:16]=2)[N:11]([CH2:19][C:20]2[CH:25]=[CH:24][CH:23]=[CH:22][N:21]=2)[C:10]=1[CH:26]([CH3:28])[CH3:27])=[O:8]. (3) Given the reactants [CH:1]([C:3]1[CH:16]=[CH:15][C:6]([O:7][C:8]2[S:12][C:11]([C:13]#[N:14])=[CH:10][CH:9]=2)=[CH:5][CH:4]=1)=[O:2].C([O-])([O-])=[O:18].[K+].[K+].O, predict the reaction product. The product is: [CH:1]([C:3]1[CH:16]=[CH:15][C:6]([O:7][C:8]2[S:12][C:11]([C:13]([NH2:14])=[O:18])=[CH:10][CH:9]=2)=[CH:5][CH:4]=1)=[O:2]. (4) Given the reactants Cl[C:2]1[CH:3]=[CH:4][CH:5]=[C:6]2[C:11]=1[N:10]=[C:9]([C:12]1[CH:17]=[CH:16][CH:15]=[CH:14][N:13]=1)[C:8]([C@@H:18]([NH:20][C:21]1[N:29]=[CH:28][N:27]=[C:26]3[C:22]=1[N:23]=[CH:24][NH:25]3)[CH3:19])=[CH:7]2.[CH3:30][N:31](C=O)C, predict the reaction product. The product is: [N:29]1[C:21]([NH:20][C@H:18]([C:8]2[C:9]([C:12]3[CH:17]=[CH:16][CH:15]=[CH:14][N:13]=3)=[N:10][C:11]3[C:6]([CH:7]=2)=[CH:5][CH:4]=[CH:3][C:2]=3[C:30]#[N:31])[CH3:19])=[C:22]2[C:26]([NH:25][CH:24]=[N:23]2)=[N:27][CH:28]=1. (5) Given the reactants C1([O:7][C:8](=O)[NH:9][C:10]2[CH:15]=[CH:14][C:13]([CH3:16])=[C:12]([C:17]#[C:18][C:19]3[CH:20]=[N:21][C:22]([NH:25][CH2:26][CH2:27][N:28]4[CH2:33][CH2:32][O:31][CH2:30][CH2:29]4)=[N:23][CH:24]=3)[CH:11]=2)C=CC=CC=1.[N:35]1([C:41]2[CH:48]=[CH:47][CH:46]=[CH:45][C:42]=2[CH2:43][NH2:44])[CH2:40][CH2:39][O:38][CH2:37][CH2:36]1, predict the reaction product. The product is: [CH3:16][C:13]1[CH:14]=[CH:15][C:10]([NH:9][C:8]([NH:44][CH2:43][C:42]2[CH:45]=[CH:46][CH:47]=[CH:48][C:41]=2[N:35]2[CH2:40][CH2:39][O:38][CH2:37][CH2:36]2)=[O:7])=[CH:11][C:12]=1[C:17]#[C:18][C:19]1[CH:24]=[N:23][C:22]([NH:25][CH2:26][CH2:27][N:28]2[CH2:33][CH2:32][O:31][CH2:30][CH2:29]2)=[N:21][CH:20]=1. (6) Given the reactants [CH3:1][C:2]1([CH3:18])[CH2:7][CH2:6][C:5]([C:8]2[C:9]3[N:10]([N:14]=[C:15]([NH2:17])[N:16]=3)[CH:11]=[CH:12][CH:13]=2)=[CH:4][CH2:3]1, predict the reaction product. The product is: [CH3:1][C:2]1([CH3:18])[CH2:3][CH2:4][CH:5]([C:8]2[C:9]3[N:10]([N:14]=[C:15]([NH2:17])[N:16]=3)[CH:11]=[CH:12][CH:13]=2)[CH2:6][CH2:7]1.